Dataset: Catalyst prediction with 721,799 reactions and 888 catalyst types from USPTO. Task: Predict which catalyst facilitates the given reaction. (1) Reactant: [CH2:1]([N:8]1[C:12]2=[N:13][CH:14]=[C:15]([C:17]([OH:19])=[O:18])[CH:16]=[C:11]2[C:10]([C:20]2[CH:25]=[CH:24][CH:23]=[CH:22][CH:21]=2)=[N:9]1)[C:2]1[CH:7]=[CH:6][CH:5]=[CH:4][CH:3]=1.[C:26](=O)([O-])[O-].[K+].[K+].CI.O. Product: [CH3:26][O:18][C:17]([C:15]1[CH:16]=[C:11]2[C:10]([C:20]3[CH:25]=[CH:24][CH:23]=[CH:22][CH:21]=3)=[N:9][N:8]([CH2:1][C:2]3[CH:3]=[CH:4][CH:5]=[CH:6][CH:7]=3)[C:12]2=[N:13][CH:14]=1)=[O:19]. The catalyst class is: 9. (2) Reactant: [O:1]1[CH2:6][CH2:5][C:4](=[N:7][OH:8])[CH2:3][CH2:2]1.[C:9]([O-:12])(=[O:11])[CH3:10].[C:9]([O-:12])(=[O:11])[CH3:10].[C:9]([O-:12])(=[O:11])[CH3:10].[C:9]([O-:12])(=[O:11])[CH3:10].[Pb+4]. Product: [C:9]([O:12][C:4]1([N:7]=[O:8])[CH2:5][CH2:6][O:1][CH2:2][CH2:3]1)(=[O:11])[CH3:10]. The catalyst class is: 2. (3) Reactant: [O:1]=[S:2]1(=[O:40])[C:8]2[CH:9]=[CH:10][CH:11]=[CH:12][C:7]=2[CH2:6][N:5]([C:13]2[CH:22]=[C:21]([N:23]3[CH2:30][CH:29]([NH:31]C(OC(C)(C)C)=O)[C:25]4([CH2:28][O:27][CH2:26]4)[CH2:24]3)[C:20]3[C:15](=[CH:16][CH:17]=[C:18]([CH3:39])[CH:19]=3)[N:14]=2)[CH2:4][CH2:3]1.FC(F)(F)C(O)=O. Product: [O:40]=[S:2]1(=[O:1])[C:8]2[CH:9]=[CH:10][CH:11]=[CH:12][C:7]=2[CH2:6][N:5]([C:13]2[CH:22]=[C:21]([N:23]3[CH2:30][CH:29]([NH2:31])[C:25]4([CH2:26][O:27][CH2:28]4)[CH2:24]3)[C:20]3[C:15](=[CH:16][CH:17]=[C:18]([CH3:39])[CH:19]=3)[N:14]=2)[CH2:4][CH2:3]1. The catalyst class is: 4. (4) Reactant: [C:1]1([C:7]2[N:12]=[CH:11][N:10]=[C:9]([NH2:13])[CH:8]=2)[CH:6]=[CH:5][CH:4]=[CH:3][CH:2]=1.[N+:14]([C:17]1[CH:22]=[CH:21][C:20]([S:23](Cl)(=[O:25])=[O:24])=[CH:19][CH:18]=1)([O-:16])=[O:15]. Product: [N+:14]([C:17]1[CH:18]=[CH:19][C:20]([S:23]([NH:13][C:9]2[CH:8]=[C:7]([C:1]3[CH:2]=[CH:3][CH:4]=[CH:5][CH:6]=3)[N:12]=[CH:11][N:10]=2)(=[O:25])=[O:24])=[CH:21][CH:22]=1)([O-:16])=[O:15]. The catalyst class is: 17. (5) Reactant: [NH2:1][C:2]1[C:3]([C:24](O)=[O:25])=[N:4][C:5]([C:14]2[CH:19]=[CH:18][C:17](=[O:20])[N:16]([CH:21]([CH3:23])[CH3:22])[CH:15]=2)=[C:6]([C:8]2[CH:13]=[CH:12][CH:11]=[CH:10][CH:9]=2)[N:7]=1.CCN(CC)CC.ClC(OCC(C)C)=O.[BH4-].[Na+]. Product: [NH2:1][C:2]1[N:7]=[C:6]([C:8]2[CH:13]=[CH:12][CH:11]=[CH:10][CH:9]=2)[C:5]([C:14]2[CH:19]=[CH:18][C:17](=[O:20])[N:16]([CH:21]([CH3:23])[CH3:22])[CH:15]=2)=[N:4][C:3]=1[CH2:24][OH:25]. The catalyst class is: 249. (6) Reactant: [C:1]([C:3]1[C:16]2[C:7](=[C:8]3[CH2:19][CH2:18][CH2:17][N:10]4[CH2:11][CH2:12][CH2:13][C:14]([CH:15]=2)=[C:9]34)[O:6][C:5](=[O:20])[CH:4]=1)#[CH:2].[OH:21]S(O)(=O)=O.C([O-])(O)=O.[Na+]. Product: [C:1]([C:3]1[C:16]2[C:7](=[C:8]3[CH2:19][CH2:18][CH2:17][N:10]4[CH2:11][CH2:12][CH2:13][C:14]([CH:15]=2)=[C:9]34)[O:6][C:5](=[O:20])[CH:4]=1)(=[O:21])[CH3:2]. The catalyst class is: 20.